From a dataset of Full USPTO retrosynthesis dataset with 1.9M reactions from patents (1976-2016). Predict the reactants needed to synthesize the given product. (1) Given the product [NH2:9][C:6]1[CH:5]=[CH:4][C:3]([N:2]([CH3:1])[CH2:12][CH2:13][OH:14])=[CH:8][CH:7]=1, predict the reactants needed to synthesize it. The reactants are: [CH3:1][N:2]([CH2:12][CH2:13][OH:14])[C:3]1[CH:8]=[CH:7][C:6]([N+:9]([O-])=O)=[CH:5][CH:4]=1. (2) Given the product [CH3:31][O:32][C:33]1[CH:40]=[CH:39][C:38]([O:41][CH3:42])=[CH:37][C:34]=1[CH2:35][N:3]1[CH:2]([CH3:1])[CH2:11][C:10]2[C:5](=[CH:6][C:7]([O:20][CH3:21])=[C:8]([O:12][CH2:13][C:14]3[CH:19]=[CH:18][CH:17]=[CH:16][CH:15]=3)[CH:9]=2)[CH2:4]1, predict the reactants needed to synthesize it. The reactants are: [CH3:1][CH:2]1[CH2:11][C:10]2[C:5](=[CH:6][C:7]([O:20][CH3:21])=[C:8]([O:12][CH2:13][C:14]3[CH:19]=[CH:18][CH:17]=[CH:16][CH:15]=3)[CH:9]=2)[CH2:4][NH:3]1.CCN(C(C)C)C(C)C.[CH3:31][O:32][C:33]1[CH:40]=[CH:39][C:38]([O:41][CH3:42])=[CH:37][C:34]=1[CH2:35]Cl.[Cl-].[NH4+]. (3) Given the product [F:31][C:2]([F:1])([F:30])[C:3]1[CH:8]=[CH:7][C:6]([S:9]([O:12][C:13]2[CH:18]=[CH:17][CH:16]=[CH:15][C:14]=2[C@H:19]2[CH2:21][C@@H:20]2[NH:22][C:23](=[O:24])[CH2:55][C:52]2[CH:53]=[CH:54][C:48]3[O:47][CH2:46][O:50][C:49]=3[CH:51]=2)(=[O:10])=[O:11])=[CH:5][CH:4]=1, predict the reactants needed to synthesize it. The reactants are: [F:1][C:2]([F:31])([F:30])[C:3]1[CH:8]=[CH:7][C:6]([S:9]([O:12][C:13]2[CH:18]=[CH:17][CH:16]=[CH:15][C:14]=2[CH:19]2[CH2:21][CH:20]2[NH:22][C:23](OC(C)(C)C)=[O:24])(=[O:11])=[O:10])=[CH:5][CH:4]=1.FC(F)(F)C(O)=O.C(N(CC)CC)C.[CH2:46]1[O:50][C:49]2[CH:51]=[C:52]([CH2:55]C(O)=O)[CH:53]=[CH:54][C:48]=2[O:47]1.C(N=C=NCCCN(C)C)C. (4) Given the product [N:24]1([C:17]2[C:18]3[NH:23][CH:22]=[CH:21][C:19]=3[N:20]=[C:15]([C:11]3[CH:10]=[C:9]([OH:8])[CH:14]=[CH:13][CH:12]=3)[N:16]=2)[CH2:29][CH2:28][O:27][CH2:26][CH2:25]1, predict the reactants needed to synthesize it. The reactants are: C([O:8][C:9]1[CH:10]=[C:11]([C:15]2[N:16]=[C:17]([N:24]3[CH2:29][CH2:28][O:27][CH2:26][CH2:25]3)[C:18]3[NH:23][CH:22]=[CH:21][C:19]=3[N:20]=2)[CH:12]=[CH:13][CH:14]=1)C1C=CC=CC=1.C(O)(=O)C. (5) Given the product [C:34]([NH:1][C:2]1[CH:3]=[C:4]([C:8]2[CH:16]=[CH:15][C:14]([C:17]([NH2:19])=[O:18])=[C:13]3[C:9]=2[CH:10]=[C:11]([CH2:20][CH2:21][OH:22])[NH:12]3)[CH:5]=[CH:6][CH:7]=1)(=[O:37])[CH:35]=[CH2:36], predict the reactants needed to synthesize it. The reactants are: [NH2:1][C:2]1[CH:3]=[C:4]([C:8]2[CH:16]=[CH:15][C:14]([C:17]([NH2:19])=[O:18])=[C:13]3[C:9]=2[CH:10]=[C:11]([CH2:20][CH2:21][OH:22])[NH:12]3)[CH:5]=[CH:6][CH:7]=1.CCN=C=NCCCN(C)C.[C:34](O)(=[O:37])[CH:35]=[CH2:36].